Dataset: Catalyst prediction with 721,799 reactions and 888 catalyst types from USPTO. Task: Predict which catalyst facilitates the given reaction. (1) Reactant: O=[C:2]1[C:11]2[C:10]([C:12](OCC)=O)=[CH:9][CH:8]=[CH:7][C:6]=2[NH:5][CH:4]([C:17]2[CH:22]=[CH:21][CH:20]=[CH:19][CH:18]=2)[CH:3]1[C:23]1[N:24]([CH2:28][CH2:29][CH3:30])[CH:25]=[CH:26][N:27]=1.[OH2:31].[NH2:32][NH2:33]. Product: [C:17]1([CH:4]2[NH:5][C:6]3[C:11]4[C:2](=[N:32][NH:33][C:12](=[O:31])[C:10]=4[CH:9]=[CH:8][CH:7]=3)[CH:3]2[C:23]2[N:24]([CH2:28][CH2:29][CH3:30])[CH:25]=[CH:26][N:27]=2)[CH:22]=[CH:21][CH:20]=[CH:19][CH:18]=1. The catalyst class is: 5. (2) Reactant: [CH3:1][C:2]([C:5]1[C:10]([C:11]2[CH:16]=[C:15]([O:17][CH3:18])[CH:14]=[CH:13][C:12]=2[F:19])=[CH:9][C:8]([CH2:20][O:21][C:22]2[CH:27]=[CH:26][C:25]([C@@H:28]([C:34]#[C:35][CH3:36])[CH2:29][C:30]([O:32]C)=[O:31])=[CH:24][CH:23]=2)=[CH:7][CH:6]=1)([CH3:4])[CH3:3].[OH-].[Li+]. Product: [CH3:4][C:2]([C:5]1[C:10]([C:11]2[CH:16]=[C:15]([O:17][CH3:18])[CH:14]=[CH:13][C:12]=2[F:19])=[CH:9][C:8]([CH2:20][O:21][C:22]2[CH:23]=[CH:24][C:25]([C@@H:28]([C:34]#[C:35][CH3:36])[CH2:29][C:30]([OH:32])=[O:31])=[CH:26][CH:27]=2)=[CH:7][CH:6]=1)([CH3:1])[CH3:3]. The catalyst class is: 242. (3) Reactant: [CH2:1]([N:8]([CH2:30][CH:31]([CH2:36][C:37]([OH:39])=[O:38])[CH2:32][C:33]([OH:35])=[O:34])[C:9](=[O:29])[CH2:10][CH:11]1[C:20]2[C:15](=[CH:16][C:17]([O:21][CH2:22][C:23]3[CH:28]=[CH:27][CH:26]=[CH:25][CH:24]=3)=[CH:18][CH:19]=2)[CH2:14][CH2:13][CH2:12]1)[C:2]1[CH:7]=[CH:6][CH:5]=[CH:4][CH:3]=1.[C:40]1([CH3:46])[CH:45]=CC=C[CH:41]=1. Product: [CH2:1]([N:8]([CH2:30][CH:31]([CH2:32][C:33]([O:35][C:40]([CH3:41])([CH3:45])[CH3:46])=[O:34])[CH2:36][C:37]([O:39][C:2]([CH3:7])([CH3:3])[CH3:1])=[O:38])[C:9](=[O:29])[CH2:10][CH:11]1[C:20]2[C:15](=[CH:16][C:17]([O:21][CH2:22][C:23]3[CH:28]=[CH:27][CH:26]=[CH:25][CH:24]=3)=[CH:18][CH:19]=2)[CH2:14][CH2:13][CH2:12]1)[C:2]1[CH:7]=[CH:6][CH:5]=[CH:4][CH:3]=1. The catalyst class is: 6. (4) Reactant: [Cl:1][C:2]1[CH:3]=[C:4]([C:8]2[N:9]([CH2:19][C:20]3[CH:25]=[C:24]([Cl:26])[CH:23]=[CH:22][C:21]=3[Cl:27])[C:10]([C:15]([O:17]C)=[O:16])=[C:11]([CH2:13][OH:14])[N:12]=2)[CH:5]=[N:6][CH:7]=1.[OH-].[Na+].Cl. Product: [Cl:1][C:2]1[CH:3]=[C:4]([C:8]2[N:9]([CH2:19][C:20]3[CH:25]=[C:24]([Cl:26])[CH:23]=[CH:22][C:21]=3[Cl:27])[C:10]([C:15]([OH:17])=[O:16])=[C:11]([CH2:13][OH:14])[N:12]=2)[CH:5]=[N:6][CH:7]=1. The catalyst class is: 36.